This data is from hERG potassium channel inhibition data for cardiac toxicity prediction from Karim et al.. The task is: Regression/Classification. Given a drug SMILES string, predict its toxicity properties. Task type varies by dataset: regression for continuous values (e.g., LD50, hERG inhibition percentage) or binary classification for toxic/non-toxic outcomes (e.g., AMES mutagenicity, cardiotoxicity, hepatotoxicity). Dataset: herg_karim. (1) The result is 1 (blocker). The molecule is c1cnc2c(c1)CCCC2N(CCCN1CCNCC1)Cc1nccc2c3ccccc3n(CCN3CCOCC3)c12. (2) The result is 0 (non-blocker). The compound is NC1=N[C@@]2(CO1)c1cc(-c3cccnc3F)ccc1Oc1c2cc(C2CCOCC2)nc1F.